From a dataset of Forward reaction prediction with 1.9M reactions from USPTO patents (1976-2016). Predict the product of the given reaction. (1) The product is: [F:26][C:27]1[CH:32]=[C:31]([F:33])[CH:30]=[CH:29][C:28]=1[C:34]1[N:36]=[C:23]([CH:11]2[CH2:10][CH:9]([C:6]3[CH:5]=[CH:4][C:3]([CH2:1][CH3:2])=[CH:8][CH:7]=3)[CH2:14][N:13]([C:15]([N:17]3[CH2:22][CH2:21][O:20][CH2:19][CH2:18]3)=[O:16])[CH2:12]2)[O:25][N:35]=1. Given the reactants [CH2:1]([C:3]1[CH:8]=[CH:7][C:6]([CH:9]2[CH2:14][N:13]([C:15]([N:17]3[CH2:22][CH2:21][O:20][CH2:19][CH2:18]3)=[O:16])[CH2:12][CH:11]([C:23]([OH:25])=O)[CH2:10]2)=[CH:5][CH:4]=1)[CH3:2].[F:26][C:27]1[CH:32]=[C:31]([F:33])[CH:30]=[CH:29][C:28]=1[C:34](=[N:36]O)[NH2:35], predict the reaction product. (2) Given the reactants [F:1][C:2]1[CH:7]=[C:6]([F:8])[CH:5]=[CH:4][C:3]=1[CH2:9][C:10]([C:12]1[CH:17]=[CH:16][CH:15]=[CH:14][CH:13]=1)=[O:11].[Br:18]Br, predict the reaction product. The product is: [Br:18][CH:9]([C:3]1[CH:4]=[CH:5][C:6]([F:8])=[CH:7][C:2]=1[F:1])[C:10]([C:12]1[CH:13]=[CH:14][CH:15]=[CH:16][CH:17]=1)=[O:11]. (3) The product is: [CH2:1]([O:8][C:9](=[O:10])[NH:11][C:12]1[CH:17]=[CH:16][C:15]([N:18]([CH:19]2[CH2:24][CH2:23][N:22]([C:50](=[O:51])[C@@H:49]([NH:48][C:46]([N:39]3[CH2:45][CH2:44][CH2:43][CH2:42][CH2:41][CH2:40]3)=[O:47])[CH2:53][CH:54]([CH3:56])[CH3:55])[CH2:21][CH2:20]2)[CH2:25][CH2:26][CH:27]([CH3:29])[CH3:28])=[CH:14][CH:13]=1)[C:2]1[CH:3]=[CH:4][CH:5]=[CH:6][CH:7]=1. Given the reactants [CH2:1]([O:8][C:9]([NH:11][C:12]1[CH:17]=[CH:16][C:15]([N:18]([CH2:25][CH2:26][CH:27]([CH3:29])[CH3:28])[CH:19]2[CH2:24][CH2:23][NH:22][CH2:21][CH2:20]2)=[CH:14][CH:13]=1)=[O:10])[C:2]1[CH:7]=[CH:6][CH:5]=[CH:4][CH:3]=1.CCN(C(C)C)C(C)C.[N:39]1([C:46]([NH:48][C@@H:49]([CH2:53][CH:54]([CH3:56])[CH3:55])[C:50](O)=[O:51])=[O:47])[CH2:45][CH2:44][CH2:43][CH2:42][CH2:41][CH2:40]1.CN(C(ON1N=NC2C=CC=CC1=2)=[N+](C)C)C.F[P-](F)(F)(F)(F)F, predict the reaction product. (4) Given the reactants [CH2:1]([C:8]1[CH:13]=[C:12]([O:14][CH3:15])[C:11](Br)=[CH:10][C:9]=1[O:17]C)[C:2]1[CH:7]=[CH:6][CH:5]=[CH:4][CH:3]=1.[B:19]1([B:19]2[O:23][C:22]([CH3:25])([CH3:24])[C:21]([CH3:27])([CH3:26])[O:20]2)[O:23][C:22]([CH3:25])([CH3:24])[C:21]([CH3:27])([CH3:26])[O:20]1, predict the reaction product. The product is: [CH2:1]([C:8]1[CH:13]=[C:12]([O:14][CH3:15])[C:11]([B:19]2[O:23][C:22]([CH3:25])([CH3:24])[C:21]([CH3:27])([CH3:26])[O:20]2)=[CH:10][C:9]=1[OH:17])[C:2]1[CH:3]=[CH:4][CH:5]=[CH:6][CH:7]=1. (5) Given the reactants [Br:1][C:2]1[CH:3]=[C:4]([C:7]([O:9]C)=[O:8])[NH:5][CH:6]=1.[CH3:11][C:12]([CH3:15])([O-])[CH3:13].[K+].BrCC1CC1, predict the reaction product. The product is: [Br:1][C:2]1[CH:3]=[C:4]([C:7]([OH:9])=[O:8])[N:5]([CH2:11][CH:12]2[CH2:15][CH2:13]2)[CH:6]=1.